This data is from Forward reaction prediction with 1.9M reactions from USPTO patents (1976-2016). The task is: Predict the product of the given reaction. (1) Given the reactants [NH2:1][C:2]1[CH:3]=[C:4]([C:13]([O:15][CH3:16])=[O:14])[CH:5]=[C:6]2[C:10]=1[NH:9][CH:8]=[C:7]2[CH2:11][CH3:12].CCN(CC)CC.[Cl:24][CH2:25][CH2:26][C:27](Cl)=[O:28], predict the reaction product. The product is: [Cl:24][CH2:25][CH2:26][C:27]([NH:1][C:2]1[CH:3]=[C:4]([C:13]([O:15][CH3:16])=[O:14])[CH:5]=[C:6]2[C:10]=1[NH:9][CH:8]=[C:7]2[CH2:11][CH3:12])=[O:28]. (2) The product is: [Br:18][C:14]1[CH:15]=[CH:16][CH:17]=[C:12]([O:4][CH2:1][CH2:2][CH3:3])[N:13]=1. Given the reactants [CH2:1]([O-:4])[CH2:2][CH3:3].[Na+].[Na].C(O)CC.Br[C:12]1[CH:17]=[CH:16][CH:15]=[C:14]([Br:18])[N:13]=1, predict the reaction product.